Dataset: Full USPTO retrosynthesis dataset with 1.9M reactions from patents (1976-2016). Task: Predict the reactants needed to synthesize the given product. Given the product [O:21]1[CH2:22][CH2:23][CH:18]([O:17][CH2:16][C@@H:15]([C:24]([O:26][CH3:27])=[O:25])[NH:14][C:12]([C:3]2[C:2]([NH:1][C:29]([NH:28][C:31]3[C:32]([CH3:39])=[CH:33][C:34]([CH3:38])=[CH:35][C:36]=3[CH3:37])=[O:30])=[CH:11][C:10]3[C:5](=[CH:6][CH:7]=[CH:8][CH:9]=3)[CH:4]=2)=[O:13])[CH2:19][CH2:20]1, predict the reactants needed to synthesize it. The reactants are: [NH2:1][C:2]1[C:3]([C:12]([NH:14][C@H:15]([C:24]([O:26][CH3:27])=[O:25])[CH2:16][O:17][CH:18]2[CH2:23][CH2:22][O:21][CH2:20][CH2:19]2)=[O:13])=[CH:4][C:5]2[C:10]([CH:11]=1)=[CH:9][CH:8]=[CH:7][CH:6]=2.[N:28]([C:31]1[C:36]([CH3:37])=[CH:35][C:34]([CH3:38])=[CH:33][C:32]=1[CH3:39])=[C:29]=[O:30].